From a dataset of Full USPTO retrosynthesis dataset with 1.9M reactions from patents (1976-2016). Predict the reactants needed to synthesize the given product. (1) Given the product [OH:4][CH:2]=[C:18]([CH2:17][C:9]1[N:8]([CH3:7])[C:16]2[C:11]([CH:10]=1)=[CH:12][CH:13]=[CH:14][CH:15]=2)[C:19]([O:21][CH3:22])=[O:20], predict the reactants needed to synthesize it. The reactants are: C[C:2](C)([O-:4])C.[K+].[CH3:7][N:8]1[C:16]2[C:11](=[CH:12][CH:13]=[CH:14][CH:15]=2)[CH:10]=[C:9]1[CH2:17][CH2:18][C:19]([O:21][CH3:22])=[O:20].C(OC)=O. (2) Given the product [ClH:1].[NH2:11][CH2:10][CH2:9][CH2:8][CH2:7][NH:6][S:3]([CH3:2])(=[O:5])=[O:4], predict the reactants needed to synthesize it. The reactants are: [ClH:1].[CH3:2][S:3]([NH:6][CH2:7][CH2:8][CH2:9][CH2:10][NH:11]C(=O)OC(C)(C)C)(=[O:5])=[O:4]. (3) Given the product [Cl:36][C:33]1[CH:34]=[CH:35][C:30]([C:19]2[CH:20]=[CH:21][C:22]([O:23][CH3:24])=[C:17]([CH2:16][NH:15][CH:12]3[CH2:13][CH2:14][CH:9]([N:8]([CH3:28])[C:1](=[O:2])[O:3][C:4]([CH3:7])([CH3:6])[CH3:5])[CH2:10][CH2:11]3)[CH:18]=2)=[CH:31][CH:32]=1, predict the reactants needed to synthesize it. The reactants are: [C:1]([N:8]([CH3:28])[CH:9]1[CH2:14][CH2:13][CH:12]([NH:15][CH2:16][C:17]2[CH:18]=[C:19](B(O)O)[CH:20]=[CH:21][C:22]=2[O:23][CH3:24])[CH2:11][CH2:10]1)([O:3][C:4]([CH3:7])([CH3:6])[CH3:5])=[O:2].Br[C:30]1[CH:35]=[CH:34][C:33]([Cl:36])=[CH:32][CH:31]=1. (4) Given the product [C:43]1([C:47]2[CH:21]=[CH:22][CH:17]=[CH:18][CH:19]=2)[CH:5]=[CH:4][C:3]([CH2:5][C@H:4]([NH:6][C:7]([C:9]2[CH:14]=[N:13][C:12]([CH2:15][O:16][C:17]3[CH:22]=[CH:21][CH:20]=[C:19]([O:23][C:24]([F:26])([F:27])[F:25])[CH:18]=3)=[CH:11][N:10]=2)=[O:8])[C:3]([OH:2])=[O:40])=[CH:45][CH:44]=1, predict the reactants needed to synthesize it. The reactants are: C[O:2][C:3](=[O:40])[C@:4](C1C=CC(C2C=CC=CC=2)=CC=1)([NH:6][C:7]([C:9]1[CH:14]=[N:13][C:12]([CH2:15][O:16][C:17]2[CH:22]=[CH:21][CH:20]=[C:19]([O:23][C:24]([F:27])([F:26])[F:25])[CH:18]=2)=[CH:11][N:10]=1)=[O:8])[CH3:5].[Li+].[OH-].[CH2:43]1[CH2:47]O[CH2:45][CH2:44]1.CO.